Predict the reaction yield, written as a fraction of the theoretical maximum amount of product (1.0 means a 100% yield; for example, 0.34 means a 34% yield). From a dataset of Reaction yield outcomes from USPTO patents with 853,638 reactions. (1) The yield is 1.00. The catalyst is CO. The product is [ClH:1].[CH2:2]([C:4]1[CH:5]=[CH:6][C:7]([CH2:10][CH2:11][O:12][C:13]2[CH:26]=[CH:25][C:16]([CH2:17][C@H:18]3[S:22][C:21](=[O:23])[NH:20][C:19]3=[O:24])=[CH:15][CH:14]=2)=[N:8][CH:9]=1)[CH3:3]. The reactants are [ClH:1].[CH2:2]([C:4]1[CH:5]=[CH:6][C:7]([CH2:10][CH2:11][O:12][C:13]2[CH:26]=[CH:25][C:16]([CH2:17][C@H:18]3[S:22][C:21](=[O:23])[NH:20][C:19]3=[O:24])=[CH:15][CH:14]=2)=[N:8][CH:9]=1)[CH3:3]. (2) The reactants are Br.[CH2:2]1[C:11]2[C:6](=[CH:7][C:8]([OH:12])=[CH:9][CH:10]=2)[CH2:5][CH2:4][NH:3]1.[C:13]([O:17][C:18]([CH3:21])([CH3:20])[CH3:19])(=[O:16])[CH:14]=[CH2:15].C(N(C(C)C)C(C)C)C. The catalyst is CO. The product is [OH:12][C:8]1[CH:7]=[C:6]2[C:11](=[CH:10][CH:9]=1)[CH2:2][N:3]([CH2:15][CH2:14][C:13]([O:17][C:18]([CH3:21])([CH3:20])[CH3:19])=[O:16])[CH2:4][CH2:5]2. The yield is 0.800. (3) The reactants are [C:1]([O:5][C:6]([NH:8][C@@:9]([C:14]1[CH:19]=[CH:18][CH:17]=[CH:16][CH:15]=1)([C:11]([OH:13])=O)[CH3:10])=[O:7])([CH3:4])([CH3:3])[CH3:2].N1(OC(N(C)C)=[N+](C)C)C2C=CC=CC=2N=N1.[NH:37]1[CH2:42][CH2:41][O:40][CH2:39][CH2:38]1.C(N(C(C)C)CC)(C)C. The catalyst is CN(C=O)C. The product is [C:1]([O:5][C:6]([NH:8][C@@:9]([CH3:10])([C:14]1[CH:19]=[CH:18][CH:17]=[CH:16][CH:15]=1)[C:11]([N:37]1[CH2:42][CH2:41][O:40][CH2:39][CH2:38]1)=[O:13])=[O:7])([CH3:2])([CH3:3])[CH3:4]. The yield is 0.880. (4) The reactants are [N+:1]([C:4]1[CH:5]=[CH:6][CH:7]=[C:8]2[C:12]=1[NH:11][N:10]=[CH:9]2)([O-:3])=[O:2].[OH-].[K+].[I:15]I. The catalyst is CN(C=O)C.S(=O)(O)[O-].[Na+]. The product is [I:15][C:9]1[C:8]2[C:12](=[C:4]([N+:1]([O-:3])=[O:2])[CH:5]=[CH:6][CH:7]=2)[NH:11][N:10]=1. The yield is 0.880. (5) The reactants are [C:1]([C:3]1[CH:4]=[C:5]([C:9]2[CH:10]=[CH:11][C:12]3[O:16][C:15]([C:17]4[CH:22]=[CH:21][C:20]([F:23])=[CH:19][CH:18]=4)=[C:14]([C:24]([NH:26][CH3:27])=[O:25])[C:13]=3[CH:28]=2)[CH:6]=[CH:7][CH:8]=1)#[N:2].N[C@H:30]([C:33]1[CH:38]=[CH:37][CH:36]=[CH:35][CH:34]=1)[CH2:31][OH:32]. The catalyst is C1(Cl)C=CC=CC=1.[Cl-].[Zn+2].[Cl-]. The product is [F:23][C:20]1[CH:21]=[CH:22][C:17]([C:15]2[O:16][C:12]3[CH:11]=[CH:10][C:9]([C:5]4[CH:6]=[CH:7][CH:8]=[C:3]([C:1]5[O:32][CH2:31][C@@H:30]([C:33]6[CH:38]=[CH:37][CH:36]=[CH:35][CH:34]=6)[N:2]=5)[CH:4]=4)=[CH:28][C:13]=3[C:14]=2[C:24]([NH:26][CH3:27])=[O:25])=[CH:18][CH:19]=1. The yield is 0.130.